From a dataset of Full USPTO retrosynthesis dataset with 1.9M reactions from patents (1976-2016). Predict the reactants needed to synthesize the given product. (1) Given the product [C:6]([C:7]1[CH:12]=[C:11]([N+:13]([O-:15])=[O:14])[CH:10]=[C:9]([O:16][CH2:17][CH2:18][O:19][CH2:20][CH2:21][O:22][CH2:23][CH2:24][O:25][CH3:26])[CH:8]=1)#[CH:5], predict the reactants needed to synthesize it. The reactants are: C([Si](C(C)C)(C(C)C)[C:5]#[C:6][C:7]1[CH:12]=[C:11]([N+:13]([O-:15])=[O:14])[CH:10]=[C:9]([O:16][CH2:17][CH2:18][O:19][CH2:20][CH2:21][O:22][CH2:23][CH2:24][O:25][CH3:26])[CH:8]=1)(C)C.C1COCC1. (2) Given the product [N:1]1([CH2:10][C:11]2[CH:12]=[CH:13][C:14]([C:17]3[O:18][CH:19]=[C:20]([C:22]([OH:24])=[O:23])[N:21]=3)=[CH:15][CH:16]=2)[C:9]2[C:4](=[CH:5][CH:6]=[CH:7][CH:8]=2)[CH:3]=[CH:2]1, predict the reactants needed to synthesize it. The reactants are: [N:1]1([CH2:10][C:11]2[CH:16]=[CH:15][C:14]([C:17]3[O:18][CH:19]=[C:20]([C:22]([O:24]C)=[O:23])[N:21]=3)=[CH:13][CH:12]=2)[C:9]2[C:4](=[CH:5][CH:6]=[CH:7][CH:8]=2)[CH:3]=[CH:2]1.C1COCC1.[OH-].[Na+]. (3) Given the product [ClH:21].[NH2:7][C@@H:8]1[C:14](=[O:15])[NH:13][C:12]2[CH:16]=[CH:17][CH:18]=[CH:19][C:11]=2[NH:10][CH2:9]1, predict the reactants needed to synthesize it. The reactants are: C(OC(=O)[NH:7][C@@H:8]1[C:14](=[O:15])[NH:13][C:12]2[CH:16]=[CH:17][CH:18]=[CH:19][C:11]=2[NH:10][CH2:9]1)(C)(C)C.[ClH:21]. (4) Given the product [C:22]([O:3][PH:2]([CH2:4][CH:5]([CH2:13][CH2:14][C:15]([O:17][C:18]([CH3:21])([CH3:20])[CH3:19])=[O:16])[C:6]([O:8][C:9]([CH3:10])([CH3:11])[CH3:12])=[O:7])=[O:1])([CH3:25])([CH3:24])[CH3:23], predict the reactants needed to synthesize it. The reactants are: [OH:1][PH:2]([CH2:4][CH:5]([CH2:13][CH2:14][C:15]([O:17][C:18]([CH3:21])([CH3:20])[CH3:19])=[O:16])[C:6]([O:8][C:9]([CH3:12])([CH3:11])[CH3:10])=[O:7])=[O:3].[C:22](O)([CH3:25])([CH3:24])[CH3:23].C(N=C=NCCCN(C)C)C.O. (5) Given the product [C:7]([N:10]1[C:19]2[C:14](=[CH:15][C:16]([C:21]3[CH:22]=[N:23][N:24]([CH:26]4[CH2:28][CH2:27]4)[CH:25]=3)=[C:17]([NH:20][S:37]([CH3:36])(=[O:39])=[O:38])[CH:18]=2)[N:13]([C:29]([O:31][CH:32]([CH3:34])[CH3:33])=[O:30])[CH2:12][C@@H:11]1[CH3:35])(=[O:9])[CH3:8], predict the reactants needed to synthesize it. The reactants are: N1C=CC=CC=1.[C:7]([N:10]1[C:19]2[C:14](=[CH:15][C:16]([C:21]3[CH:22]=[N:23][N:24]([CH:26]4[CH2:28][CH2:27]4)[CH:25]=3)=[C:17]([NH2:20])[CH:18]=2)[N:13]([C:29]([O:31][CH:32]([CH3:34])[CH3:33])=[O:30])[CH2:12][C@@H:11]1[CH3:35])(=[O:9])[CH3:8].[CH3:36][S:37](Cl)(=[O:39])=[O:38]. (6) Given the product [CH:16]1([N:7]2[CH:8]([CH3:15])[CH:9]([CH3:14])[C:10](=[O:13])[N:11]([CH3:12])[C:5]3[CH:4]=[N:3][C:2]([NH:20][C:21]4[CH:29]=[CH:28][C:24]([C:25]([OH:27])=[O:26])=[CH:23][C:22]=4[O:30][CH3:31])=[N:19][C:6]2=3)[CH2:18][CH2:17]1, predict the reactants needed to synthesize it. The reactants are: Cl[C:2]1[N:3]=[CH:4][C:5]2[N:11]([CH3:12])[C:10](=[O:13])[CH:9]([CH3:14])[CH:8]([CH3:15])[N:7]([CH:16]3[CH2:18][CH2:17]3)[C:6]=2[N:19]=1.[NH2:20][C:21]1[CH:29]=[CH:28][C:24]([C:25]([OH:27])=[O:26])=[CH:23][C:22]=1[O:30][CH3:31].C(O)C.